Predict the reaction yield, written as a fraction of the theoretical maximum amount of product (1.0 means a 100% yield; for example, 0.34 means a 34% yield). From a dataset of Reaction yield outcomes from USPTO patents with 853,638 reactions. (1) The reactants are [C:1]([O:5][C:6]([N:8]1[CH2:15][CH2:14][C:11]2([CH2:13][CH2:12]2)[CH2:10][C@H:9]1[C:16](OCC1C=CC=CC=1)=[O:17])=[O:7])([CH3:4])([CH3:3])[CH3:2].[H-].[Al+3].[Li+].[H-].[H-].[H-]. The catalyst is C1COCC1. The product is [C:1]([O:5][C:6]([N:8]1[CH2:15][CH2:14][C:11]2([CH2:13][CH2:12]2)[CH2:10][C@H:9]1[CH2:16][OH:17])=[O:7])([CH3:4])([CH3:3])[CH3:2]. The yield is 0.830. (2) The product is [C:11]([C:5]1[S:1][C:2]([CH2:6][C:7]([O:9][CH3:10])=[O:8])=[CH:3][CH:4]=1)(=[O:13])[CH3:12]. The yield is 0.950. The catalyst is C(Cl)Cl. The reactants are [S:1]1[CH:5]=[CH:4][CH:3]=[C:2]1[CH2:6][C:7]([O:9][CH3:10])=[O:8].[C:11](Cl)(=[O:13])[CH3:12].Cl[Sn](Cl)(Cl)Cl.Cl. (3) The reactants are N1[CH:6]=[CH:5][CH:4]=[C:3]([B:7]([OH:9])[OH:8])[CH:2]=1.CCN(CC)CC.[CH3:17][O:18]CCOC. The catalyst is O.C1C=CC([P]([Pd]([P](C2C=CC=CC=2)(C2C=CC=CC=2)C2C=CC=CC=2)([P](C2C=CC=CC=2)(C2C=CC=CC=2)C2C=CC=CC=2)[P](C2C=CC=CC=2)(C2C=CC=CC=2)C2C=CC=CC=2)(C2C=CC=CC=2)C2C=CC=CC=2)=CC=1. The product is [OH:18][C:17]1[CH:2]=[C:3]([B:7]([OH:9])[OH:8])[CH:4]=[CH:5][CH:6]=1. The yield is 0.870. (4) The reactants are [I:1][C:2]1[CH:9]=[CH:8][C:5]([CH2:6]Br)=[CH:4][CH:3]=1.[C:10]1(=[O:20])[NH:14][C:13](=[O:15])[C:12]2=[CH:16][CH:17]=[CH:18][CH:19]=[C:11]12.C(=O)([O-])[O-].[Cs+].[Cs+]. The catalyst is CN(C=O)C. The product is [I:1][C:2]1[CH:9]=[CH:8][C:5]([CH2:6][N:14]2[C:10](=[O:20])[C:11]3[C:12](=[CH:16][CH:17]=[CH:18][CH:19]=3)[C:13]2=[O:15])=[CH:4][CH:3]=1. The yield is 0.860. (5) The reactants are Br[C:2]1[CH:3]=[C:4]([N:12]2[CH:16]=[CH:15][CH:14]=[N:13]2)[C:5]([N+:9]([O-:11])=[O:10])=[C:6]([NH2:8])[CH:7]=1.[N:17]1[CH:22]=[CH:21][CH:20]=[C:19](B(CC)CC)[CH:18]=1.C(=O)([O-])[O-].[Na+].[Na+]. The catalyst is C1COCC1.C(OCC)(=O)C. The product is [N+:9]([C:5]1[C:4]([N:12]2[CH:16]=[CH:15][CH:14]=[N:13]2)=[CH:3][C:2]([C:19]2[CH:18]=[N:17][CH:22]=[CH:21][CH:20]=2)=[CH:7][C:6]=1[NH2:8])([O-:11])=[O:10]. The yield is 0.600. (6) The reactants are [CH3:1][NH:2][C@H:3]([C:13]([NH:15][C@H:16]([C:21]([N:23]([C@@H:25]([CH:37]([CH3:39])[CH3:38])/[CH:26]=[C:27](/[P:29]([O:34]CC)([O:31]CC)=[O:30])\[CH3:28])[CH3:24])=[O:22])[C:17]([CH3:20])([CH3:19])[CH3:18])=[O:14])[C:4]([CH3:12])([CH3:11])[C:5]1[CH:10]=[CH:9][CH:8]=[CH:7][CH:6]=1.C[Si](Br)(C)C. The catalyst is C(Cl)Cl. The product is [CH3:1][NH:2][C@H:3]([C:13]([NH:15][C@H:16]([C:21]([N:23]([C@@H:25]([CH:37]([CH3:39])[CH3:38])/[CH:26]=[C:27](/[P:29]([OH:31])([OH:34])=[O:30])\[CH3:28])[CH3:24])=[O:22])[C:17]([CH3:20])([CH3:19])[CH3:18])=[O:14])[C:4]([CH3:11])([CH3:12])[C:5]1[CH:6]=[CH:7][CH:8]=[CH:9][CH:10]=1. The yield is 0.190.